Dataset: Full USPTO retrosynthesis dataset with 1.9M reactions from patents (1976-2016). Task: Predict the reactants needed to synthesize the given product. (1) Given the product [CH3:24][O:23][C:21]([C:14]1[CH:13]=[C:12]([C:4]2[C:3]([C:1]([OH:30])=[O:2])=[CH:11][C:7]3[O:8][CH2:9][O:10][C:6]=3[CH:5]=2)[N:20]2[C:15]=1[CH2:16][CH2:17][CH2:18][CH2:19]2)=[O:22], predict the reactants needed to synthesize it. The reactants are: [CH:1]([C:3]1[C:4]([C:12]2[N:20]3[C:15]([CH2:16][CH2:17][CH2:18][CH2:19]3)=[C:14]([C:21]([O:23][CH3:24])=[O:22])[CH:13]=2)=[CH:5][C:6]2[O:10][CH2:9][O:8][C:7]=2[CH:11]=1)=[O:2].CC(=CC)C.[O-:30]Cl=O.[Na+]. (2) Given the product [NH:2]1[CH:6]=[C:5]([CH2:7][O:8][Si:14]([C:17]([CH3:20])([CH3:19])[CH3:18])([CH3:16])[CH3:15])[N:4]=[CH:3]1, predict the reactants needed to synthesize it. The reactants are: Cl.[NH:2]1[CH:6]=[C:5]([CH2:7][OH:8])[N:4]=[CH:3]1.N1C=CN=C1.[Si:14](Cl)([C:17]([CH3:20])([CH3:19])[CH3:18])([CH3:16])[CH3:15].O. (3) Given the product [C:16]([O:20][C:21]([N:23]1[C:31]2[C:26](=[CH:27][CH:28]=[CH:29][CH:30]=2)[C:25]([CH3:32])=[C:24]1[C:2]1[CH:7]=[C:6]([C:8]2[CH:13]=[CH:12][N:11]=[CH:10][CH:9]=2)[N:5]=[N:4][C:3]=1[O:14][CH3:15])=[O:22])([CH3:19])([CH3:18])[CH3:17], predict the reactants needed to synthesize it. The reactants are: I[C:2]1[CH:7]=[C:6]([C:8]2[CH:13]=[CH:12][N:11]=[CH:10][CH:9]=2)[N:5]=[N:4][C:3]=1[O:14][CH3:15].[C:16]([O:20][C:21]([N:23]1[C:31]2[C:26](=[CH:27][CH:28]=[CH:29][CH:30]=2)[C:25]([CH3:32])=[C:24]1B1OC(C)(C)C(C)(C)O1)=[O:22])([CH3:19])([CH3:18])[CH3:17].C(=O)([O-])[O-].[K+].[K+].C1(P(C2C=CC=CC=2)C2C=CC=CC=2)C=CC=CC=1. (4) Given the product [Br:1][C:2]1[CH:3]=[CH:4][C:5](/[CH:8]=[CH:9]/[CH:10]2[N:15]3[CH:16]([CH2:17][CH2:12][CH2:13][CH2:14]3)[CH:18]3[C:26](=[O:27])[N:22]([CH3:21])[C:23](=[O:28])[CH:24]23)=[N:6][CH:7]=1, predict the reactants needed to synthesize it. The reactants are: [Br:1][C:2]1[CH:3]=[CH:4][C:5](/[CH:8]=[CH:9]/[CH:10]=O)=[N:6][CH:7]=1.[CH2:12]1[CH2:17][C@H:16]([C:18](O)=O)[NH:15][CH2:14][CH2:13]1.[CH3:21][N:22]1[C:26](=[O:27])C=[CH:24][C:23]1=[O:28]. (5) Given the product [Cl:1][C:2]1[CH:3]=[C:4]2[N:25]=[C:24]([O:26][C@@H:27]3[CH2:28][O:29][C@@H:30]4[C@H:34]([OH:35])[CH2:33][O:32][C@H:31]34)[N:23]([CH2:36][O:37][CH2:38][CH2:39][Si:40]([CH3:42])([CH3:43])[CH3:41])[C:5]2=[N:6][C:7]=1[C:8]1[CH:9]=[CH:10][C:11]([C:45]2[CH:56]=[CH:55][CH:54]=[C:47]([CH2:48][N:49]=[S:50]([CH3:53])([CH3:52])=[O:51])[CH:46]=2)=[CH:12][CH:13]=1, predict the reactants needed to synthesize it. The reactants are: [Cl:1][C:2]1[CH:3]=[C:4]2[N:25]=[C:24]([O:26][C@H:27]3[C@H:31]4[O:32][CH2:33][C@@H:34]([OH:35])[C@H:30]4[O:29][CH2:28]3)[N:23]([CH2:36][O:37][CH2:38][CH2:39][Si:40]([CH3:43])([CH3:42])[CH3:41])[C:5]2=[N:6][C:7]=1[C:8]1[CH:13]=[CH:12][C:11](B2OC(C)(C)C(C)(C)O2)=[CH:10][CH:9]=1.Br[C:45]1[CH:46]=[C:47]([CH:54]=[CH:55][CH:56]=1)[CH2:48][N:49]=[S:50]([CH3:53])([CH3:52])=[O:51]. (6) Given the product [CH3:22][C:23]1[N:5]([CH:13]2[CH2:18][CH2:17][C:16](=[O:19])[NH:15][C:14]2=[O:20])[C:25](=[O:36])[C:26]2[C:27](=[CH:29][CH:30]=[CH:31][C:32]=2[N+:33]([O-:35])=[O:34])[N:28]=1, predict the reactants needed to synthesize it. The reactants are: NC1C=CC=C2C=1C(=O)[N:5]([CH:13]1[CH2:18][CH2:17][C:16](=[O:19])[NH:15][C:14]1=[O:20])C(C)=N2.[CH3:22][C:23]1O[C:25](=[O:36])[C:26]2[C:32]([N+:33]([O-:35])=[O:34])=[CH:31][CH:30]=[CH:29][C:27]=2[N:28]=1.NC1CCC(=O)NC1=O.